The task is: Predict which catalyst facilitates the given reaction.. This data is from Catalyst prediction with 721,799 reactions and 888 catalyst types from USPTO. (1) Reactant: C([O:3][C:4](=[O:36])[CH:5]([O:33][CH2:34][CH3:35])[CH2:6][C:7]1[CH:12]=[CH:11][C:10]([O:13][CH2:14][CH2:15][N:16]([CH:18]2[C:24]3[CH:25]=[CH:26][CH:27]=[CH:28][C:23]=3[CH2:22][CH2:21][C:20]3[CH:29]=[CH:30][CH:31]=[CH:32][C:19]2=3)[CH3:17])=[CH:9][CH:8]=1)C.[OH-].[Na+]. Product: [CH:29]1[C:20]2[CH2:21][CH2:22][C:23]3[CH:28]=[CH:27][CH:26]=[CH:25][C:24]=3[CH:18]([N:16]([CH3:17])[CH2:15][CH2:14][O:13][C:10]3[CH:9]=[CH:8][C:7]([CH2:6][CH:5]([O:33][CH2:34][CH3:35])[C:4]([OH:36])=[O:3])=[CH:12][CH:11]=3)[C:19]=2[CH:32]=[CH:31][CH:30]=1. The catalyst class is: 8. (2) Reactant: [CH2:1]([N:8]1[CH:12]=[C:11]([CH2:13][OH:14])[CH:10]=[N:9]1)[C:2]1[CH:7]=[CH:6][CH:5]=[CH:4][CH:3]=1.C(N(CC)CC)C.[Si:22](Cl)([C:25]([CH3:28])([CH3:27])[CH3:26])([CH3:24])[CH3:23].C(=O)([O-])O.[Na+]. Product: [CH2:1]([N:8]1[CH:12]=[C:11]([CH2:13][O:14][Si:22]([C:25]([CH3:28])([CH3:27])[CH3:26])([CH3:24])[CH3:23])[CH:10]=[N:9]1)[C:2]1[CH:3]=[CH:4][CH:5]=[CH:6][CH:7]=1. The catalyst class is: 172.